This data is from Forward reaction prediction with 1.9M reactions from USPTO patents (1976-2016). The task is: Predict the product of the given reaction. (1) Given the reactants [CH2:1]([N:8]([CH2:25][CH:26](OCC)OCC)[C:9]([CH:11]([NH2:24])[CH2:12][C:13]1[CH:18]=[CH:17][C:16]([O:19]C(C)(C)C)=[CH:15][CH:14]=1)=[O:10])[C:2]1[CH:7]=[CH:6][CH:5]=[CH:4][CH:3]=1.[CH2:33]([NH:40][C:41](=[O:51])[NH:42][CH:43]([CH2:48]C=C)[CH2:44][C:45](O)=[O:46])[C:34]1[CH:39]=[CH:38][CH:37]=[CH:36][CH:35]=1, predict the reaction product. The product is: [CH2:33]([NH:40][C:41]([N:42]1[CH:43]([CH3:48])[CH2:44][C:45](=[O:46])[N:24]2[CH:11]([CH2:12][C:13]3[CH:14]=[CH:15][C:16]([OH:19])=[CH:17][CH:18]=3)[C:9](=[O:10])[N:8]([CH2:1][C:2]3[CH:3]=[CH:4][CH:5]=[CH:6][CH:7]=3)[CH2:25][CH:26]12)=[O:51])[C:34]1[CH:39]=[CH:38][CH:37]=[CH:36][CH:35]=1. (2) Given the reactants Cl.[CH3:2][O:3][C:4]([C:6]1([NH2:16])[CH2:11][CH2:10][CH2:9][CH:8]([C:12]([F:15])([F:14])[F:13])[CH2:7]1)=[O:5].C(N(CC)CC)C.[Cl:24][C:25]1[CH:30]=[CH:29][C:28]([C:31]2[CH:36]=[CH:35][C:34]([CH3:37])=[C:33]([CH2:38][C:39](O)=[O:40])[CH:32]=2)=[CH:27][CH:26]=1.P(Cl)(Cl)(Cl)=O, predict the reaction product. The product is: [Cl:24][C:25]1[CH:26]=[CH:27][C:28]([C:31]2[CH:36]=[CH:35][C:34]([CH3:37])=[C:33]([CH2:38][C:39]([NH:16][C@@:6]3([C:4]([O:3][CH3:2])=[O:5])[CH2:11][CH2:10][CH2:9][C@H:8]([C:12]([F:14])([F:13])[F:15])[CH2:7]3)=[O:40])[CH:32]=2)=[CH:29][CH:30]=1. (3) Given the reactants Br[C:2]1[C:3]([CH:40]([F:42])[F:41])=[N:4][N:5]([CH2:10][C:11]([NH:13][C@H:14]([C:24]2[C:29]([C:30]3[CH:31]=[CH:32][C:33]([F:39])=[C:34]([CH:38]=3)[C:35]([NH2:37])=[O:36])=[CH:28][CH:27]=[CH:26][N:25]=2)[CH2:15][C:16]2[CH:21]=[C:20]([F:22])[CH:19]=[C:18]([F:23])[CH:17]=2)=[O:12])[C:6]=1[CH:7]([F:9])[F:8].[CH:43]1(B(O)O)[CH2:45][CH2:44]1.P(C1CCCCC1)(C1CCCCC1)C1CCCCC1.[O-]P([O-])([O-])=O.[K+].[K+].[K+], predict the reaction product. The product is: [CH:43]1([C:2]2[C:3]([CH:40]([F:42])[F:41])=[N:4][N:5]([CH2:10][C:11]([NH:13][C@H:14]([C:24]3[C:29]([C:30]4[CH:31]=[CH:32][C:33]([F:39])=[C:34]([CH:38]=4)[C:35]([NH2:37])=[O:36])=[CH:28][CH:27]=[CH:26][N:25]=3)[CH2:15][C:16]3[CH:17]=[C:18]([F:23])[CH:19]=[C:20]([F:22])[CH:21]=3)=[O:12])[C:6]=2[CH:7]([F:9])[F:8])[CH2:45][CH2:44]1. (4) Given the reactants CC1[C@@H](OC([C@H](O)[C@@H](NC(C2C=CC=CC=2)=O)C2C=CC=CC=2)=O)C[C@]2(O)C(C)(C)C=1[C@@H](OC(C)=O)C([C@@:7]1(C)[C@H:12]([C@@H]2OC(C2C=CC=CC=2)=O)[C@:11]2([O:53]C(C)=O)C[O:52][C@@H:10]2[CH2:9][C@@H:8]1[OH:57])=O.C[C@H]1O[C@H]2[C@H](O)[C@@H](O)[C@H]([O:74][C@@H:75]3[C:88]4[C:83](=CC5OCOC=5C=4)[C@@H:82](C4C=C(OC)C(O)=C(OC)C=4)[C@@H:81]4[C@@H:76]3[CH2:77][O:78]C4=O)O[C@@H]2CO1.CC[C@@]1(O)CN2C[C@@H](C[C@](C(OC)=O)(C3C=C4[C@]56[C@@H]7[C@](CC)([C@@H](OC(C)=O)[C@](O)(C(OC)=O)[C@@H]5N(C=O)C4=CC=3OC)C=CCN7CC6)C3[NH:120]C4C=CC=CC=4C=3CC2)C1, predict the reaction product. The product is: [CH:82]1[CH:81]=[C:76]([C:77]([NH:120][C:12]2[C@H:11]([OH:53])[C@@H:10]3[O:52][C@@H:9]3[C:8](=[O:57])[CH:7]=2)=[O:78])[C:75]([OH:74])=[CH:88][CH:83]=1. (5) Given the reactants [CH3:1][S:2][CH2:3][C:4]1[CH:5]=[CH:6][CH:7]=[C:8]2[C:12]=1[NH:11][CH:10]=[C:9]2[CH:13]([C:20]1[CH:25]=[CH:24][C:23]([C:26]([F:29])([F:28])[F:27])=[CH:22][CH:21]=1)[CH2:14][C:15]([O:17][CH2:18][CH3:19])=[O:16].[C:30](O[C:30]([O:32][C:33]([CH3:36])([CH3:35])[CH3:34])=[O:31])([O:32][C:33]([CH3:36])([CH3:35])[CH3:34])=[O:31].O, predict the reaction product. The product is: [CH2:18]([O:17][C:15](=[O:16])[CH2:14][CH:13]([C:9]1[C:8]2[C:12](=[C:4]([CH2:3][S:2][CH3:1])[CH:5]=[CH:6][CH:7]=2)[N:11]([C:30]([O:32][C:33]([CH3:36])([CH3:35])[CH3:34])=[O:31])[CH:10]=1)[C:20]1[CH:21]=[CH:22][C:23]([C:26]([F:27])([F:28])[F:29])=[CH:24][CH:25]=1)[CH3:19]. (6) Given the reactants [H-].[Na+].CCCCCC.[Si:9]([O:16][CH2:17][CH2:18][C@H:19]([OH:41])[CH2:20][O:21][C:22]([C:35]1[CH:40]=[CH:39][CH:38]=[CH:37][CH:36]=1)([C:29]1[CH:34]=[CH:33][CH:32]=[CH:31][CH:30]=1)[C:23]1[CH:28]=[CH:27][CH:26]=[CH:25][CH:24]=1)([C:12]([CH3:15])([CH3:14])[CH3:13])([CH3:11])[CH3:10].CS(O[CH2:47][CH2:48][O:49][Si:50]([C:53]([CH3:56])([CH3:55])[CH3:54])([CH3:52])[CH3:51])(=O)=O, predict the reaction product. The product is: [Si:9]([O:16][CH2:17][CH2:18][C@H:19]([O:41][CH2:47][CH2:48][O:49][Si:50]([C:53]([CH3:56])([CH3:55])[CH3:54])([CH3:52])[CH3:51])[CH2:20][O:21][C:22]([C:23]1[CH:28]=[CH:27][CH:26]=[CH:25][CH:24]=1)([C:29]1[CH:30]=[CH:31][CH:32]=[CH:33][CH:34]=1)[C:35]1[CH:36]=[CH:37][CH:38]=[CH:39][CH:40]=1)([C:12]([CH3:14])([CH3:15])[CH3:13])([CH3:11])[CH3:10]. (7) Given the reactants FC(F)(F)C1C=CC(CBr)=CC=1.Br[CH2:14][CH:15]1[CH2:17][CH2:16]1.[CH3:18][C:19]1[N:20]=[C:21]([N:29]2[CH2:34][CH2:33][CH2:32][NH:31][C:30]2=[O:35])[S:22][C:23]=1[C:24]([O:26][CH2:27][CH3:28])=[O:25], predict the reaction product. The product is: [CH:17]1([CH2:16][N:31]2[CH2:32][CH2:33][CH2:34][N:29]([C:21]3[S:22][C:23]([C:24]([O:26][CH2:27][CH3:28])=[O:25])=[C:19]([CH3:18])[N:20]=3)[C:30]2=[O:35])[CH2:15][CH2:14]1. (8) Given the reactants [F:1][C:2]1[CH:3]=[CH:4][C:5]([O:29]C)=[C:6]([C:8]([CH3:28])([CH3:27])[CH2:9][C:10]([C:23]([F:26])([F:25])[F:24])([OH:22])[CH2:11][NH:12][C:13]2[CH:21]=[CH:20][CH:19]=[C:18]3[C:14]=2[CH:15]=[N:16][NH:17]3)[CH:7]=1.B(Br)(Br)Br.C(Cl)Cl, predict the reaction product. The product is: [F:1][C:2]1[CH:3]=[CH:4][C:5]([OH:29])=[C:6]([C:8]([CH3:27])([CH3:28])[CH2:9][C:10]([C:23]([F:24])([F:25])[F:26])([OH:22])[CH2:11][NH:12][C:13]2[CH:21]=[CH:20][CH:19]=[C:18]3[C:14]=2[CH:15]=[N:16][NH:17]3)[CH:7]=1. (9) The product is: [Si:1]([O:18][CH2:19][CH2:20][CH2:21][CH:22]([OH:23])[CH:24]([CH3:26])[CH3:25])([C:14]([CH3:16])([CH3:17])[CH3:15])([C:8]1[CH:9]=[CH:10][CH:11]=[CH:12][CH:13]=1)[C:2]1[CH:3]=[CH:4][CH:5]=[CH:6][CH:7]=1. Given the reactants [Si:1]([O:18][CH2:19][CH2:20][CH2:21][CH:22]=[O:23])([C:14]([CH3:17])([CH3:16])[CH3:15])([C:8]1[CH:13]=[CH:12][CH:11]=[CH:10][CH:9]=1)[C:2]1[CH:7]=[CH:6][CH:5]=[CH:4][CH:3]=1.[CH:24]([Mg]Br)([CH3:26])[CH3:25], predict the reaction product. (10) The product is: [O:1]=[C:2]1[NH:6][CH:5]([CH2:7][CH2:8][C:9]2[CH:14]=[CH:13][CH:12]=[CH:11][CH:10]=2)[C:4](=[O:15])[N:3]1[CH:16]([CH:20]([CH3:22])[CH3:21])[C:17]([NH:30][OH:39])=[O:18]. Given the reactants [O:1]=[C:2]1[NH:6][CH:5]([CH2:7][CH2:8][C:9]2[CH:14]=[CH:13][CH:12]=[CH:11][CH:10]=2)[C:4](=[O:15])[N:3]1[CH:16]([CH:20]([CH3:22])[CH3:21])[C:17](O)=[O:18].F[P-](F)(F)(F)(F)F.[N:30]1([O:39][P+](N(C)C)(N(C)C)N(C)C)C2C=CC=CC=2N=N1.CN1CCOCC1, predict the reaction product.